This data is from Full USPTO retrosynthesis dataset with 1.9M reactions from patents (1976-2016). The task is: Predict the reactants needed to synthesize the given product. (1) Given the product [CH:11]1([CH2:17][CH2:16][O:19][CH:20]([O:1][C:2]2[CH:9]=[CH:8][C:5]([CH:6]=[CH2:7])=[CH:4][CH:3]=2)[CH3:21])[CH2:23][CH2:15][CH2:14][CH2:13][CH2:12]1.[C:23]([O:26][C:27]1[CH:3]=[CH:4][C:5]([CH:6]=[CH2:7])=[CH:8][CH:28]=1)(=[O:25])[CH3:24].[OH:1][C:2]1[CH:9]=[CH:8][C:5]([CH:6]=[CH2:7])=[CH:4][CH:3]=1, predict the reactants needed to synthesize it. The reactants are: [OH:1][C:2]1[CH:9]=[CH:8][C:5]([CH:6]=[CH2:7])=[CH:4][CH:3]=1.N1[CH:15]=[CH:14][CH:13]=[CH:12][CH:11]=1.[C:16]([O:19][C:20](=O)[CH3:21])(=O)[CH3:17].[C:23]([O:26][CH2:27][CH3:28])(=[O:25])[CH3:24]. (2) Given the product [CH2:12]([N:19]1[CH2:28][CH2:27][C:26]2[C:25]([NH:11][C:8]3[CH:9]=[CH:10][C:2]4[O:1][CH2:6][CH2:5][O:4][C:3]=4[CH:7]=3)=[N:24][CH:23]=[N:22][C:21]=2[CH2:20]1)[C:13]1[CH:14]=[CH:15][CH:16]=[CH:17][CH:18]=1, predict the reactants needed to synthesize it. The reactants are: [O:1]1[CH2:6][CH2:5][O:4][C:3]2[CH:7]=[C:8]([NH2:11])[CH:9]=[CH:10][C:2]1=2.[CH2:12]([N:19]1[CH2:28][CH2:27][C:26]2[C:25](Cl)=[N:24][CH:23]=[N:22][C:21]=2[CH2:20]1)[C:13]1[CH:18]=[CH:17][CH:16]=[CH:15][CH:14]=1. (3) Given the product [ClH:28].[ClH:28].[NH2:10][C:9]([C:6]1[CH:7]=[CH:8][C:3]([C:1]#[N:2])=[C:4]([F:27])[CH:5]=1)([C:17]1[N:18]([C:22]#[C:23][CH:24]2[CH2:25][CH2:26]2)[CH:19]=[N:20][CH:21]=1)[CH3:29], predict the reactants needed to synthesize it. The reactants are: [C:1]([C:3]1[CH:8]=[CH:7][C:6]([C:9]([C:17]2[N:18]([C:22]#[C:23][CH:24]3[CH2:26][CH2:25]3)[CH:19]=[N:20][CH:21]=2)=[N:10]S(CC(C)C)=O)=[CH:5][C:4]=1[F:27])#[N:2].[ClH:28].[CH3:29]O. (4) Given the product [C:30]([C:28]1[CH:29]=[C:24]([CH2:22][CH3:23])[CH:25]=[CH:26][C:27]=1[O:38][C:15]1[CH:14]=[C:13]([CH:18]=[CH:17][CH:16]=1)[O:12][C:9]1[CH:10]=[CH:11][C:6]([CH2:5][CH2:4][C:3]([OH:2])=[O:21])=[C:7]([CH3:20])[CH:8]=1)(=[O:31])[C:32]1[CH:33]=[CH:34][CH:35]=[CH:36][CH:37]=1, predict the reactants needed to synthesize it. The reactants are: C[O:2][C:3](=[O:21])[CH2:4][CH2:5][C:6]1[CH:11]=[CH:10][C:9]([O:12][C:13]2[CH:18]=[CH:17][CH:16]=[C:15](Br)[CH:14]=2)=[CH:8][C:7]=1[CH3:20].[CH2:22]([C:24]1[CH:25]=[CH:26][C:27]([OH:38])=[C:28]([C:30]([C:32]2[CH:37]=[CH:36][CH:35]=[CH:34][CH:33]=2)=[O:31])[CH:29]=1)[CH3:23]. (5) Given the product [Cl:37][C:33]1[CH:32]=[C:31]([CH:36]=[CH:35][CH:34]=1)[CH2:30][NH:1][C:2]1[CH:3]=[C:4]2[C:20](=[O:21])[NH:19][N:18]=[CH:17][C:6]3=[C:7]([C:11]4[CH:12]=[CH:13][CH:14]=[CH:15][CH:16]=4)[NH:8][C:9]([CH:10]=1)=[C:5]23, predict the reactants needed to synthesize it. The reactants are: [NH2:1][C:2]1[CH:3]=[C:4]2[C:20](=[O:21])[NH:19][N:18]=[CH:17][C:6]3=[C:7]([C:11]4[CH:16]=[CH:15][CH:14]=[CH:13][CH:12]=4)[NH:8][C:9]([CH:10]=1)=[C:5]23.C(N(CC)CC)C.Br[CH2:30][C:31]1[CH:36]=[CH:35][CH:34]=[C:33]([Cl:37])[CH:32]=1. (6) Given the product [CH2:4]([CH2:5][CH2:6][NH2:7])[CH2:3][CH2:2][C:1]([OH:8])=[O:9], predict the reactants needed to synthesize it. The reactants are: [C:1]1(=[O:8])[NH:7][CH2:6][CH2:5][CH2:4][CH2:3][CH2:2]1.[OH-:9].[Na+]. (7) Given the product [CH:12]1([CH2:11][CH:8]([C:5]2[CH:6]=[N:7][C:2]([C:20]([O:22][CH2:23][CH3:24])=[CH2:21])=[CH:3][CH:4]=2)[C:9]#[N:10])[CH2:14][CH2:13]1, predict the reactants needed to synthesize it. The reactants are: Cl[C:2]1[N:7]=[CH:6][C:5]([CH:8]([CH2:11][CH:12]2[CH2:14][CH2:13]2)[C:9]#[N:10])=[CH:4][CH:3]=1.C([Sn](CCCC)(CCCC)[C:20]([O:22][CH2:23][CH3:24])=[CH2:21])CCC.[Li+].[Cl-]. (8) Given the product [OH:9][C:4]1[CH:5]=[CH:6][C:7]([CH3:8])=[C:2]([NH:1][C:10](=[O:11])[O:12][C:13]([CH3:16])([CH3:15])[CH3:14])[CH:3]=1, predict the reactants needed to synthesize it. The reactants are: [NH2:1][C:2]1[CH:3]=[C:4]([OH:9])[CH:5]=[CH:6][C:7]=1[CH3:8].[C:10](O[C:10]([O:12][C:13]([CH3:16])([CH3:15])[CH3:14])=[O:11])([O:12][C:13]([CH3:16])([CH3:15])[CH3:14])=[O:11].O1CCCC1.C(=O)([O-])[O-].[Na+].[Na+].